This data is from Forward reaction prediction with 1.9M reactions from USPTO patents (1976-2016). The task is: Predict the product of the given reaction. Given the reactants [NH2:1][C:2]1[C:10]([Cl:11])=[C:9]([Cl:12])[CH:8]=[CH:7][C:3]=1[C:4](O)=[O:5].[NH2:13][C:14](N)=[O:15], predict the reaction product. The product is: [Cl:12][C:9]1[C:10]([Cl:11])=[C:2]2[C:3]([C:4](=[O:5])[NH:13][C:14](=[O:15])[NH:1]2)=[CH:7][CH:8]=1.